This data is from Peptide-MHC class II binding affinity with 134,281 pairs from IEDB. The task is: Regression. Given a peptide amino acid sequence and an MHC pseudo amino acid sequence, predict their binding affinity value. This is MHC class II binding data. (1) The peptide sequence is DEPMVQVEAGKVNHS. The MHC is DRB1_1201 with pseudo-sequence DRB1_1201. The binding affinity (normalized) is 0.0659. (2) The peptide sequence is YRKILRQRKIDRLID. The MHC is DRB1_0405 with pseudo-sequence DRB1_0405. The binding affinity (normalized) is 0.0268.